From a dataset of Full USPTO retrosynthesis dataset with 1.9M reactions from patents (1976-2016). Predict the reactants needed to synthesize the given product. Given the product [CH3:4][O:8][N:9]([CH3:10])[C:32]([CH:29]1[CH2:30][CH2:31][C:26]([F:35])([F:25])[CH2:27][CH2:28]1)=[O:33], predict the reactants needed to synthesize it. The reactants are: CN([C:4]([O:8][N:9]1N=NC2C=CC=N[C:10]1=2)=[N+](C)C)C.F[P-](F)(F)(F)(F)F.[F:25][C:26]1([F:35])[CH2:31][CH2:30][CH:29]([C:32](O)=[O:33])[CH2:28][CH2:27]1.C(N(C(C)C)CC)(C)C.Cl.CONC.